From a dataset of Catalyst prediction with 721,799 reactions and 888 catalyst types from USPTO. Predict which catalyst facilitates the given reaction. (1) Reactant: [CH3:1][N:2]([CH3:13])[C:3]([N:5]1[CH2:10][CH2:9][CH:8]([CH2:11]O)[CH2:7][CH2:6]1)=[O:4].C1(P(C2C=CC=CC=2)C2C=CC=CC=2)C=CC=CC=1.[Br:33]N1C(=O)CCC1=O. Product: [CH3:1][N:2]([CH3:13])[C:3]([N:5]1[CH2:10][CH2:9][CH:8]([CH2:11][Br:33])[CH2:7][CH2:6]1)=[O:4]. The catalyst class is: 4. (2) Reactant: C1(C(C2C=CC=CC=2)[N:8]2[CH2:11][CH:10]([OH:12])[CH2:9]2)C=CC=CC=1.[H][H].[F:21][C:22]1[CH:27]=[CH:26][C:25]([F:28])=[CH:24][C:23]=1[CH:29]([S:40]([C:43]1[CH:48]=[CH:47][C:46]([F:49])=[CH:45][CH:44]=1)(=[O:42])=[O:41])[C:30]1[C:31]([CH3:39])=[CH:32][C:33]([C:36]([OH:38])=O)=[N:34][CH:35]=1.ON1C2C=CC=CC=2N=N1.Cl.C(N=C=NCCCN(C)C)C.CN1CCOCC1. Product: [F:21][C:22]1[CH:27]=[CH:26][C:25]([F:28])=[CH:24][C:23]=1[CH:29]([S:40]([C:43]1[CH:44]=[CH:45][C:46]([F:49])=[CH:47][CH:48]=1)(=[O:41])=[O:42])[C:30]1[C:31]([CH3:39])=[CH:32][C:33]([C:36]([N:8]2[CH2:11][CH:10]([OH:12])[CH2:9]2)=[O:38])=[N:34][CH:35]=1. The catalyst class is: 178.